Dataset: Full USPTO retrosynthesis dataset with 1.9M reactions from patents (1976-2016). Task: Predict the reactants needed to synthesize the given product. (1) Given the product [Cl:1][C:2]1[CH:11]=[C:10]([C:12]([NH:14][CH2:15][C:16]2[C:24]3[NH:23][CH:22]=[N:21][C:20]=3[CH:19]=[CH:18][CH:17]=2)=[O:13])[CH:9]=[CH:8][C:3]=1[C:4]([OH:6])=[O:5], predict the reactants needed to synthesize it. The reactants are: [Cl:1][C:2]1[CH:11]=[C:10]([C:12]([NH:14][CH2:15][C:16]2[C:24]3[N:23]=[CH:22][N:21](C(OC(C)(C)C)=O)[C:20]=3[CH:19]=[CH:18][CH:17]=2)=[O:13])[CH:9]=[CH:8][C:3]=1[C:4]([O:6]C)=[O:5]. (2) The reactants are: [C:1]([O:5][C:6]([N:8]1[CH2:13][CH2:12][O:11][CH:10]([C:14]2[CH:19]=[CH:18][C:17](Br)=[CH:16][C:15]=2[F:21])[CH2:9]1)=[O:7])([CH3:4])([CH3:3])[CH3:2].[C:22](=[NH:35])([C:29]1[CH:34]=[CH:33][CH:32]=[CH:31][CH:30]=1)[C:23]1[CH:28]=[CH:27][CH:26]=[CH:25][CH:24]=1.CC(C)([O-])C.[Na+]. Given the product [C:1]([O:5][C:6]([N:8]1[CH2:13][CH2:12][O:11][CH:10]([C:14]2[CH:19]=[CH:18][C:17]([N:35]=[C:22]([C:23]3[CH:28]=[CH:27][CH:26]=[CH:25][CH:24]=3)[C:29]3[CH:34]=[CH:33][CH:32]=[CH:31][CH:30]=3)=[CH:16][C:15]=2[F:21])[CH2:9]1)=[O:7])([CH3:4])([CH3:3])[CH3:2], predict the reactants needed to synthesize it.